Dataset: Full USPTO retrosynthesis dataset with 1.9M reactions from patents (1976-2016). Task: Predict the reactants needed to synthesize the given product. (1) Given the product [N:50]1[C:51]([C:59]2[CH:60]=[C:61]([NH:65][C:23]([C:16]3[C:17](=[O:22])[O:18][C:19]4[C:14]([CH:15]=3)=[CH:13][C:12]([O:11][CH3:10])=[CH:21][CH:20]=4)=[O:25])[CH:62]=[CH:63][CH:64]=2)=[CH:52][N:53]2[CH:58]=[CH:57][CH:56]=[CH:55][C:54]=12, predict the reactants needed to synthesize it. The reactants are: CCN(C(C)C)C(C)C.[CH3:10][O:11][C:12]1[CH:13]=[C:14]2[C:19](=[CH:20][CH:21]=1)[O:18][C:17](=[O:22])[C:16]([C:23]([OH:25])=O)=[CH:15]2.CN(C(ON1N=NC2C=CC=NC1=2)=[N+](C)C)C.F[P-](F)(F)(F)(F)F.[N:50]1[C:51]([C:59]2[CH:60]=[C:61]([NH2:65])[CH:62]=[CH:63][CH:64]=2)=[CH:52][N:53]2[CH:58]=[CH:57][CH:56]=[CH:55][C:54]=12. (2) Given the product [CH3:1][O:2][C:3]1[CH:11]=[C:10]2[C:6]([C:7]3[CH:30]=[CH:29][N:28]=[C:27]([CH3:31])[C:8]=3[N:9]2[CH2:12][CH2:13][N:14]2[CH2:15][CH2:16][NH:17][CH2:18][CH2:19]2)=[CH:5][CH:4]=1, predict the reactants needed to synthesize it. The reactants are: [CH3:1][O:2][C:3]1[CH:11]=[C:10]2[C:6]([C:7]3[CH:30]=[CH:29][N:28]=[C:27]([CH3:31])[C:8]=3[N:9]2[CH2:12][CH2:13][N:14]2[CH2:19][CH2:18][N:17](C(OC(C)(C)C)=O)[CH2:16][CH2:15]2)=[CH:5][CH:4]=1. (3) Given the product [CH3:24][O:25][C:26](=[O:40])[C:27]1[CH:28]=[CH:29][CH:30]=[C:31]([N:33]2[C:11]([CH3:12])=[CH:10][CH:9]=[C:8]2[C:6]2[CH:7]=[C:2]([Br:1])[CH:3]=[CH:4][C:5]=2[O:15][CH2:16][C:17]2[CH:22]=[CH:21][C:20]([F:23])=[CH:19][CH:18]=2)[C:52]=1[N:53]1[CH2:54][CH2:55][CH2:56][C:57]1=[O:58], predict the reactants needed to synthesize it. The reactants are: [Br:1][C:2]1[CH:3]=[CH:4][C:5]([O:15][CH2:16][C:17]2[CH:22]=[CH:21][C:20]([F:23])=[CH:19][CH:18]=2)=[C:6]([C:8](=O)[CH2:9][CH2:10][C:11](=O)[CH3:12])[CH:7]=1.[CH3:24][O:25][C:26](=[O:40])[C:27]1C=[C:31]([N:33]2CCCC2=O)[CH:30]=[C:29](N)[CH:28]=1.CC1C=CC(S(O)(=O)=O)=CC=1.[CH3:52][N:53]1[C:57](=[O:58])[CH2:56][CH2:55][CH2:54]1. (4) Given the product [Cl:1][C:2]1[C:7]([NH:8][S:9]([C:12]2[CH:13]=[CH:14][CH:15]=[CH:16][CH:17]=2)(=[O:10])=[O:11])=[CH:6][C:5]([C:28]2[CH:29]=[CH:30][C:31]3[N:32]=[CH:33][N:34]=[C:35]([O:38][CH:39]4[CH2:44][CH2:43][O:42][CH2:41][CH2:40]4)[C:36]=3[N:37]=2)=[CH:4][N:3]=1, predict the reactants needed to synthesize it. The reactants are: [Cl:1][C:2]1[C:7]([NH:8][S:9]([C:12]2[CH:17]=[CH:16][CH:15]=[CH:14][CH:13]=2)(=[O:11])=[O:10])=[CH:6][C:5](B2OC(C)(C)C(C)(C)O2)=[CH:4][N:3]=1.Cl[C:28]1[CH:29]=[CH:30][C:31]2[N:32]=[CH:33][N:34]=[C:35]([O:38][CH:39]3[CH2:44][CH2:43][O:42][CH2:41][CH2:40]3)[C:36]=2[N:37]=1.C(=O)(O)[O-].[Na+]. (5) Given the product [N:15]([CH2:2][CH2:3][CH2:4][C:5]([CH3:14])([C:10]([OH:12])=[O:11])[C:6]([OH:8])=[O:7])=[N+:16]=[N-:17], predict the reactants needed to synthesize it. The reactants are: Br[CH2:2][CH2:3][CH2:4][C:5]([CH3:14])([C:10]([O:12]C)=[O:11])[C:6]([O:8]C)=[O:7].[N-:15]=[N+:16]=[N-:17].[Na+].[OH-].[Na+]. (6) Given the product [Br:1][C:2]1[NH:6][N:5]=[C:4]([C:13]([F:16])([F:15])[F:14])[CH:3]=1, predict the reactants needed to synthesize it. The reactants are: [Br:1][C:2]1[N:6](S(N(C)C)(=O)=O)[N:5]=[C:4]([C:13]([F:16])([F:15])[F:14])[CH:3]=1.FC(F)(F)C(O)=O.